From a dataset of Experimental lipophilicity measurements (octanol/water distribution) for 4,200 compounds from AstraZeneca. Regression/Classification. Given a drug SMILES string, predict its absorption, distribution, metabolism, or excretion properties. Task type varies by dataset: regression for continuous measurements (e.g., permeability, clearance, half-life) or binary classification for categorical outcomes (e.g., BBB penetration, CYP inhibition). For this dataset (lipophilicity_astrazeneca), we predict Y. The drug is CCS(=O)(=O)c1ccc2c(c1)N(CCN1CCC(NCc3ccc4c(n3)NC(=O)CO4)CC1)C(=O)CO2. The Y is -0.110 logD.